From a dataset of Forward reaction prediction with 1.9M reactions from USPTO patents (1976-2016). Predict the product of the given reaction. Given the reactants [CH3:1][C:2]([O:4][C@H:5]1[C:14]2[C@@:15]3([CH3:30])[C@@H:26]([CH2:27][O:28][CH3:29])[O:25][C:23](=[O:24])[C:17]4=[CH:18][O:19][C:20]([C:21](=[O:22])[C:13]=2[C@@H:8]2[CH2:9][CH2:10][C@H:11]([OH:12])[C@@:7]2([CH3:31])[CH2:6]1)=[C:16]34)=[O:3].Cl.[CH2:33]([NH2:35])[CH3:34].C(N(CC)CC)C.O, predict the reaction product. The product is: [C:2]([O:4][C@H:5]1[C:14]2[C@:15]3([CH3:30])[C:16](/[C:17](=[CH:18]/[NH:35][CH2:33][CH3:34])/[C:23](=[O:24])[O:25][C@@H:26]3[CH2:27][O:28][CH3:29])=[C:20]([OH:19])[C:21](=[O:22])[C:13]=2[C@H:8]2[C@@:7]([CH3:31])([C@@H:11]([OH:12])[CH2:10][CH2:9]2)[CH2:6]1)(=[O:3])[CH3:1].